Dataset: Reaction yield outcomes from USPTO patents with 853,638 reactions. Task: Predict the reaction yield, written as a fraction of the theoretical maximum amount of product (1.0 means a 100% yield; for example, 0.34 means a 34% yield). (1) The reactants are Cl.[F:2][C:3]([F:16])([F:15])[CH2:4][O:5][C:6]1[N:11]=[CH:10][C:9]([CH:12]([NH2:14])[CH3:13])=[CH:8][CH:7]=1.[NH2:17][C:18]1[CH:19]=[C:20]([CH:24]=[C:25]([CH3:27])[N:26]=1)[C:21](O)=[O:22]. No catalyst specified. The product is [NH2:17][C:18]1[CH:19]=[C:20]([CH:24]=[C:25]([CH3:27])[N:26]=1)[C:21]([NH:14][CH:12]([C:9]1[CH:10]=[N:11][C:6]([O:5][CH2:4][C:3]([F:2])([F:15])[F:16])=[CH:7][CH:8]=1)[CH3:13])=[O:22]. The yield is 0.710. (2) The product is [CH3:26][N:19]([C:20]1[CH:25]=[CH:24][CH:23]=[CH:22][CH:21]=1)[C:17]1[N:16]=[C:15]([NH2:27])[N:14]=[C:13]([C:10]2[N:9]=[C:8]([CH:6]3[CH2:5][N:4]([CH2:30][C:29]([F:40])([F:39])[F:28])[CH2:7]3)[O:12][N:11]=2)[N:18]=1. The catalyst is CN(C=O)C.CCOC(C)=O. The reactants are [H-].[Na+].Cl.[NH:4]1[CH2:7][CH:6]([C:8]2[O:12][N:11]=[C:10]([C:13]3[N:18]=[C:17]([N:19]([CH3:26])[C:20]4[CH:25]=[CH:24][CH:23]=[CH:22][CH:21]=4)[N:16]=[C:15]([NH2:27])[N:14]=3)[N:9]=2)[CH2:5]1.[F:28][C:29]([F:40])([F:39])[CH2:30]OS(C(F)(F)F)(=O)=O. The yield is 0.0900. (3) The reactants are [C:1]([Si:5]([CH3:63])([CH3:62])[O:6][C@H:7]1[C@@H:11]([O:12][Si:13]([C:16]([CH3:19])([CH3:18])[CH3:17])([CH3:15])[CH3:14])[C@H:10]([N:20]2[CH:25]=[CH:24][C:23](=[O:26])[N:22]([CH2:27][C:28]3[CH:33]=[CH:32][C:31]([O:34][CH3:35])=[CH:30][CH:29]=3)[C:21]2=[O:36])[O:9][C@@H:8]1[C@@H:37]([OH:61])[C@H:38]([N:46](CC1C=CC=CC=1)CC1C=CC=CC=1)[C:39]([O:41][C:42]([CH3:45])([CH3:44])[CH3:43])=[O:40])([CH3:4])([CH3:3])[CH3:2]. The catalyst is [Pd].CO. The product is [NH2:46][C@@H:38]([C@@H:37]([C@@H:8]1[C@@H:7]([O:6][Si:5]([C:1]([CH3:2])([CH3:3])[CH3:4])([CH3:63])[CH3:62])[C@@H:11]([O:12][Si:13]([C:16]([CH3:19])([CH3:18])[CH3:17])([CH3:14])[CH3:15])[C@H:10]([N:20]2[CH:25]=[CH:24][C:23](=[O:26])[N:22]([CH2:27][C:28]3[CH:33]=[CH:32][C:31]([O:34][CH3:35])=[CH:30][CH:29]=3)[C:21]2=[O:36])[O:9]1)[OH:61])[C:39]([O:41][C:42]([CH3:44])([CH3:43])[CH3:45])=[O:40]. The yield is 0.210.